Dataset: Forward reaction prediction with 1.9M reactions from USPTO patents (1976-2016). Task: Predict the product of the given reaction. Given the reactants [OH-].[Na+].[Cl:3][C:4]1[C:9]2[O:10][C:11]3[C:16]([C:17](=[O:18])[C:8]=2[CH:7]=[CH:6][N:5]=1)=[CH:15][C:14]([C:19]([O:21]C)=[O:20])=[CH:13][CH:12]=3.O, predict the reaction product. The product is: [Cl:3][C:4]1[C:9]2[O:10][C:11]3[C:16]([C:17](=[O:18])[C:8]=2[CH:7]=[CH:6][N:5]=1)=[CH:15][C:14]([C:19]([OH:21])=[O:20])=[CH:13][CH:12]=3.